This data is from Forward reaction prediction with 1.9M reactions from USPTO patents (1976-2016). The task is: Predict the product of the given reaction. (1) Given the reactants [CH3:1][C:2]1[S:19][C:5]2[O:6][C:7]3[CH:15]=[CH:14][C:13]([N+:16]([O-:18])=[O:17])=[CH:12][C:8]=3[NH:9][C:10](=O)[C:4]=2[CH:3]=1.P(Cl)(Cl)(Cl)=O.CN(C)C1C=CC=CC=1.[CH3:34][N:35]1[CH2:40][CH2:39][NH:38][CH2:37][CH2:36]1, predict the reaction product. The product is: [CH3:1][C:2]1[S:19][C:5]2[O:6][C:7]3[CH:15]=[CH:14][C:13]([N+:16]([O-:18])=[O:17])=[CH:12][C:8]=3[N:9]=[C:10]([N:38]3[CH2:39][CH2:40][N:35]([CH3:34])[CH2:36][CH2:37]3)[C:4]=2[CH:3]=1. (2) The product is: [ClH:1].[Cl:18][C:19]1[CH:24]=[CH:23][C:22]([N:25]2[CH2:30][CH2:29][N:28]([CH2:2][CH2:3][CH2:4][CH2:5][C:6]3([CH2:16][CH3:17])[C:14]4[C:9](=[CH:10][CH:11]=[CH:12][CH:13]=4)[NH:8][C:7]3=[O:15])[CH2:27][CH2:26]2)=[CH:21][C:20]=1[C:31]([F:33])([F:32])[F:34]. Given the reactants [Cl:1][CH2:2][CH2:3][CH2:4][CH2:5][C:6]1([CH2:16][CH3:17])[C:14]2[C:9](=[CH:10][CH:11]=[CH:12][CH:13]=2)[NH:8][C:7]1=[O:15].[Cl:18][C:19]1[CH:24]=[CH:23][C:22]([N:25]2[CH2:30][CH2:29][NH:28][CH2:27][CH2:26]2)=[CH:21][C:20]=1[C:31]([F:34])([F:33])[F:32], predict the reaction product. (3) Given the reactants [CH3:1][O:2][C:3](/[CH:5]=[CH:6]/[C:7]1[CH:12]=[C:11]([CH3:13])[C:10](/[CH:14]=[CH:15]/[C:16]2[CH:31]=[CH:30][C:19]([C:20]([O:22][CH2:23][C:24]3[CH:29]=[CH:28][CH:27]=[CH:26][CH:25]=3)=[O:21])=[CH:18][C:17]=2[N+:32]([O-])=O)=[C:9]([CH3:35])[CH:8]=1)=[O:4].COP(OC)OC, predict the reaction product. The product is: [CH3:1][O:2][C:3](/[CH:5]=[CH:6]/[C:7]1[CH:12]=[C:11]([CH3:13])[C:10]([C:14]2[NH:32][C:17]3[C:16]([CH:15]=2)=[CH:31][CH:30]=[C:19]([C:20]([O:22][CH2:23][C:24]2[CH:29]=[CH:28][CH:27]=[CH:26][CH:25]=2)=[O:21])[CH:18]=3)=[C:9]([CH3:35])[CH:8]=1)=[O:4]. (4) Given the reactants C([O:3][C:4](=[O:34])[CH2:5][N:6]1[C:14]2[C:9](=[CH:10][CH:11]=[C:12]([O:15][CH2:16][C:17]3[N:18]([CH3:33])[N:19]=[C:20]([C:22]4[CH:27]=[CH:26][C:25]([F:28])=[C:24]([C:29]([F:32])([F:31])[F:30])[CH:23]=4)[CH:21]=3)[CH:13]=2)[CH:8]=[CH:7]1)C.[Li+].[OH-], predict the reaction product. The product is: [F:28][C:25]1[CH:26]=[CH:27][C:22]([C:20]2[CH:21]=[C:17]([CH2:16][O:15][C:12]3[CH:13]=[C:14]4[C:9]([CH:8]=[CH:7][N:6]4[CH2:5][C:4]([OH:34])=[O:3])=[CH:10][CH:11]=3)[N:18]([CH3:33])[N:19]=2)=[CH:23][C:24]=1[C:29]([F:30])([F:31])[F:32]. (5) Given the reactants O.[OH-].[Li+].[NH:4]([C:11]1[O:12][C:13]([C:16]([NH:18][C:19]2[CH:24]=[CH:23][C:22]([CH:25]3[CH2:30][CH2:29][CH:28]([CH2:31][C:32]([O:34]CC)=[O:33])[CH2:27][CH2:26]3)=[CH:21][CH:20]=2)=[O:17])=[CH:14][N:15]=1)[C:5]1[CH:10]=[CH:9][CH:8]=[CH:7][CH:6]=1.Cl, predict the reaction product. The product is: [NH:4]([C:11]1[O:12][C:13]([C:16]([NH:18][C:19]2[CH:20]=[CH:21][C:22]([CH:25]3[CH2:26][CH2:27][CH:28]([CH2:31][C:32]([OH:34])=[O:33])[CH2:29][CH2:30]3)=[CH:23][CH:24]=2)=[O:17])=[CH:14][N:15]=1)[C:5]1[CH:10]=[CH:9][CH:8]=[CH:7][CH:6]=1. (6) Given the reactants Cl.[NH2:2][CH2:3][CH2:4][SH:5].[OH-:6].[K+].[C:8](OC(=O)C)(=[O:10])[CH3:9].N[CH2:16][CH2:17]S.Cl.[Na+].[Cl-], predict the reaction product. The product is: [C:8]([NH:2][CH2:3][CH2:4][S:5][C:16](=[O:6])[CH3:17])(=[O:10])[CH3:9]. (7) The product is: [CH2:17]1[CH2:16][O:15][C:12]2[CH:13]=[CH:14][C:9]([NH:8][C:6]3[C:5]([F:19])=[CH:4][N:3]=[C:2]([NH:25][C:24]4[CH:26]=[C:27]([O:31][CH3:32])[C:28]([O:29][CH3:30])=[C:22]([O:21][CH3:20])[CH:23]=4)[N:7]=3)=[CH:10][C:11]=2[O:18]1. Given the reactants Cl[C:2]1[N:7]=[C:6]([NH:8][C:9]2[CH:14]=[CH:13][C:12]3[O:15][CH2:16][CH2:17][O:18][C:11]=3[CH:10]=2)[C:5]([F:19])=[CH:4][N:3]=1.[CH3:20][O:21][C:22]1[CH:23]=[C:24]([CH:26]=[C:27]([O:31][CH3:32])[C:28]=1[O:29][CH3:30])[NH2:25], predict the reaction product.